Task: Predict the reactants needed to synthesize the given product.. Dataset: Full USPTO retrosynthesis dataset with 1.9M reactions from patents (1976-2016) (1) Given the product [Cl:29][C:17]1[C:18]([C:20]2[C:28]3[C:23](=[CH:24][CH:25]=[CH:26][CH:27]=3)[NH:22][CH:21]=2)=[N:19][C:14]([NH:13][CH:10]2[CH2:11][CH2:12][N:7]([CH2:6][C:5]3[CH:30]=[CH:31][C:2]([NH:1][C:46](=[O:47])/[CH:45]=[CH:41]/[CH2:39][N:35]([CH3:34])[CH3:36])=[CH:3][CH:4]=3)[CH2:8][CH2:9]2)=[N:15][CH:16]=1, predict the reactants needed to synthesize it. The reactants are: [NH2:1][C:2]1[CH:31]=[CH:30][C:5]([CH2:6][N:7]2[CH2:12][CH2:11][CH:10]([NH:13][C:14]3[N:19]=[C:18]([C:20]4[C:28]5[C:23](=[CH:24][CH:25]=[CH:26][CH:27]=5)[NH:22][CH:21]=4)[C:17]([Cl:29])=[CH:16][N:15]=3)[CH2:9][CH2:8]2)=[CH:4][CH:3]=1.Cl.C[CH2:34][N:35]([CH:39]([CH3:41])C)[CH:36](C)C.BrC/C=[CH:45]/[C:46](Cl)=[O:47].C1COCC1.CNC. (2) Given the product [C:11]([C:3]1[C:4]2[CH2:10][CH2:9][CH2:8][CH2:7][C:5]=2[S:6][C:2]=1[NH:1][C:22]([NH:21][C:13](=[O:20])[C:14]1[CH:15]=[CH:16][CH:17]=[CH:18][CH:19]=1)=[S:23])#[N:12], predict the reactants needed to synthesize it. The reactants are: [NH2:1][C:2]1[S:6][C:5]2[CH2:7][CH2:8][CH2:9][CH2:10][C:4]=2[C:3]=1[C:11]#[N:12].[C:13]([N:21]=[C:22]=[S:23])(=[O:20])[C:14]1[CH:19]=[CH:18][CH:17]=[CH:16][CH:15]=1. (3) Given the product [CH2:1]([O:8][C@H:9]1[C@H:14]([O:15][CH2:16][C:17]2[CH:18]=[CH:19][CH:20]=[CH:21][CH:22]=2)[C@@H:13]([O:23][CH2:24][C:25]2[CH:30]=[CH:29][CH:28]=[CH:27][CH:26]=2)[C@:12]2([C:33]3[CH:38]=[CH:37][C:36]([Cl:39])=[C:35]([CH2:40][C:41]4[CH:42]=[CH:43][C:44]([O:47][CH2:48][C:49]5[CH:54]=[CH:53][CH:52]=[CH:51][CH:50]=5)=[CH:45][CH:46]=4)[CH:34]=3)[O:11][C@@:10]1([CH2:55][OH:56])[CH2:32][O:31]2)[C:2]1[CH:7]=[CH:6][CH:5]=[CH:4][CH:3]=1, predict the reactants needed to synthesize it. The reactants are: [CH2:1]([O:8][C@H:9]1[C@H:14]([O:15][CH2:16][C:17]2[CH:22]=[CH:21][CH:20]=[CH:19][CH:18]=2)[C@@H:13]([O:23][CH2:24][C:25]2[CH:30]=[CH:29][CH:28]=[CH:27][CH:26]=2)[C@@:12]([C:33]2[CH:38]=[CH:37][C:36]([Cl:39])=[C:35]([CH2:40][C:41]3[CH:46]=[CH:45][C:44]([O:47][CH2:48][C:49]4[CH:54]=[CH:53][CH:52]=[CH:51][CH:50]=4)=[CH:43][CH:42]=3)[CH:34]=2)([O:31][CH3:32])[O:11][C:10]1(CO)[CH2:55][OH:56])[C:2]1[CH:7]=[CH:6][CH:5]=[CH:4][CH:3]=1.O.C1(C)C=CC(S(O)(=O)=O)=CC=1. (4) Given the product [CH2:1]([O:3][C:4](=[O:35])[CH2:5][C:6]1[CH:7]=[CH:8][C:9]([N:12]2[CH2:32][CH2:31][C:15]3([CH2:20][CH2:19][N:18]([S:21]([C:24]4[CH:29]=[CH:28][CH:27]=[CH:26][C:25]=4[Cl:30])(=[O:22])=[O:23])[CH2:17][CH2:16]3)[C:13]2=[O:14])=[CH:10][CH:11]=1)[CH3:2], predict the reactants needed to synthesize it. The reactants are: [CH2:1]([O:3][C:4](=[O:35])[CH2:5][C:6]1[CH:11]=[CH:10][C:9]([NH:12][C:13]([C:15]2([CH2:31][CH2:32]OC)[CH2:20][CH2:19][N:18]([S:21]([C:24]3[CH:29]=[CH:28][CH:27]=[CH:26][C:25]=3[Cl:30])(=[O:23])=[O:22])[CH2:17][CH2:16]2)=[O:14])=[CH:8][CH:7]=1)[CH3:2].[Cl-].C[Al+]C. (5) Given the product [Cl:42][C:38]1[CH:37]=[C:36]([NH:35][C:23]([NH:21][C:17]2[CH:16]=[C:15]([C:14]3[N:9]4[N:8]=[CH:7][C:6]([C:4]([O:3][CH2:1][CH3:2])=[O:5])=[C:10]4[N:11]=[CH:12][CH:13]=3)[CH:20]=[CH:19][CH:18]=2)=[O:24])[CH:41]=[CH:40][CH:39]=1, predict the reactants needed to synthesize it. The reactants are: [CH2:1]([O:3][C:4]([C:6]1[CH:7]=[N:8][N:9]2[C:14]([C:15]3[CH:20]=[CH:19][CH:18]=[C:17]([NH2:21])[CH:16]=3)=[CH:13][CH:12]=[N:11][C:10]=12)=[O:5])[CH3:2].Cl[C:23](OC1C=CC=CC=1[N+]([O-])=O)=[O:24].[NH2:35][C:36]1[CH:41]=[CH:40][CH:39]=[C:38]([Cl:42])[CH:37]=1.